From a dataset of Full USPTO retrosynthesis dataset with 1.9M reactions from patents (1976-2016). Predict the reactants needed to synthesize the given product. (1) Given the product [CH2:1]([S:3]([C:6]1[CH:11]=[C:10]([C:12]([F:15])([F:14])[F:13])[CH:9]=[CH:8][C:7]=1[C:16]1[N:30]([CH3:31])[C:19]2=[N:20][CH:21]=[C:22]([S:24]([C:26]([F:29])([F:27])[F:28])(=[O:32])=[O:25])[CH:23]=[C:18]2[N:17]=1)(=[O:5])=[O:4])[CH3:2], predict the reactants needed to synthesize it. The reactants are: [CH2:1]([S:3]([C:6]1[CH:11]=[C:10]([C:12]([F:15])([F:14])[F:13])[CH:9]=[CH:8][C:7]=1[C:16]1[N:30]([CH3:31])[C:19]2=[N:20][CH:21]=[C:22]([S:24]([C:26]([F:29])([F:28])[F:27])=[O:25])[CH:23]=[C:18]2[N:17]=1)(=[O:5])=[O:4])[CH3:2].[OH:32]O.C(#N)C. (2) Given the product [Si:16]([O:23][CH2:24][C@@H:25]1[C@H:29]2[O:30][C:31]([CH3:34])([CH3:33])[O:32][C@H:28]2[C@H:27]([N:35]2[CH:43]=[N:42][C:41]3[C:36]2=[N:37][C:38]([Sn:49]([CH2:50][CH2:51][CH2:52][CH3:53])([CH2:54][CH2:55][CH2:56][CH3:57])[CH2:45][CH2:46][CH2:47][CH3:48])=[N:39][C:40]=3[Cl:44])[O:26]1)([C:19]([CH3:22])([CH3:21])[CH3:20])([CH3:17])[CH3:18], predict the reactants needed to synthesize it. The reactants are: CC1(C)CCCC(C)(C)N1.C([Li])CCC.[Si:16]([O:23][CH2:24][C@@H:25]1[C@H:29]2[O:30][C:31]([CH3:34])([CH3:33])[O:32][C@H:28]2[C@H:27]([N:35]2[CH:43]=[N:42][C:41]3[C:36]2=[N:37][CH:38]=[N:39][C:40]=3[Cl:44])[O:26]1)([C:19]([CH3:22])([CH3:21])[CH3:20])([CH3:18])[CH3:17].[CH2:45]([Sn:49](Cl)([CH2:54][CH2:55][CH2:56][CH3:57])[CH2:50][CH2:51][CH2:52][CH3:53])[CH2:46][CH2:47][CH3:48].[Cl-].[NH4+].C(=O)([O-])O.[Na+]. (3) Given the product [CH2:1]([S:8][C:9]1[S:10][C:11]([CH2:14][OH:15])=[CH:12][N:13]=1)[C:2]1[CH:7]=[CH:6][CH:5]=[CH:4][CH:3]=1, predict the reactants needed to synthesize it. The reactants are: [CH2:1]([S:8][C:9]1[S:10][C:11]([CH:14]=[O:15])=[CH:12][N:13]=1)[C:2]1[CH:7]=[CH:6][CH:5]=[CH:4][CH:3]=1. (4) Given the product [CH3:3][C@H:2]([CH2:4][C:5]([O:7][CH3:8])=[O:6])[C:1]([O:10][CH3:11])=[O:9], predict the reactants needed to synthesize it. The reactants are: [C:1]([O:10][CH3:11])(=[O:9])[C:2]([CH2:4][C:5]([O:7][CH3:8])=[O:6])=[CH2:3].[H][H]. (5) Given the product [CH3:31][N:29]1[CH2:28][CH2:27][C:24]2[NH:25][C:26]3[C:18]([C:9]#[C:8][C:10]4[CH:15]=[N:14][C:13]([CH3:16])=[CH:12][CH:11]=4)=[CH:19][CH:20]=[CH:21][C:22]=3[C:23]=2[CH2:30]1, predict the reactants needed to synthesize it. The reactants are: C(N(CC)CC)C.[C:8]([C:10]1[CH:11]=[CH:12][C:13]([CH3:16])=[N:14][CH:15]=1)#[CH:9].Br[C:18]1[C:26]2[NH:25][C:24]3[CH2:27][CH2:28][N:29]([CH3:31])[CH2:30][C:23]=3[C:22]=2[CH:21]=[CH:20][CH:19]=1. (6) Given the product [Cl:31][C:28]1[CH:29]=[CH:30][C:25]([C:15]2[N:14]([CH:10]([CH:11]3[CH2:13][CH2:12]3)[C:9]([OH:32])=[O:35])[C:18]3[CH:19]=[C:20]([F:24])[C:21]([F:23])=[CH:22][C:17]=3[N:16]=2)=[CH:26][CH:27]=1, predict the reactants needed to synthesize it. The reactants are: C(N(N=O)[C:9](=[O:32])[CH:10]([N:14]1[C:18]2[CH:19]=[C:20]([F:24])[C:21]([F:23])=[CH:22][C:17]=2[N:16]=[C:15]1[C:25]1[CH:30]=[CH:29][C:28]([Cl:31])=[CH:27][CH:26]=1)[CH:11]1[CH2:13][CH2:12]1)C1C=CC=CC=1.[OH2:35].[OH-].[Li+].OO.Cl. (7) Given the product [CH3:18][O:17][C:9]1[C:10]([O:15][CH3:16])=[CH:11][C:12]([O:13][CH3:14])=[C:7]([OH:1])[C:8]=1[OH:19], predict the reactants needed to synthesize it. The reactants are: [OH-:1].[Na+].OCC([C:7]1[C:12]([O:13][CH3:14])=[CH:11][C:10]([O:15][CH3:16])=[C:9]([O:17][CH3:18])[CH:8]=1)=O.[OH:19]O.Cl.S([O-])([O-])=O.[Na+].[Na+]. (8) Given the product [CH2:1]([O:3][CH:4]([O:7][CH2:8][CH3:9])[CH2:5][CH2:6][C:21]1[CH:30]=[CH:29][C:28]2[C:23](=[CH:24][C:25]([CH3:31])=[CH:26][CH:27]=2)[N:22]=1)[CH3:2], predict the reactants needed to synthesize it. The reactants are: [CH2:1]([O:3][CH:4]([O:7][CH2:8][CH3:9])[CH:5]=[CH2:6])[CH3:2].C12BC(CCC1)CCC2.B.Cl[C:21]1[CH:30]=[CH:29][C:28]2[C:23](=[CH:24][C:25]([CH3:31])=[CH:26][CH:27]=2)[N:22]=1.C1(P(C2CCCCC2)C2CCCCC2)CCCCC1.C(=O)([O-])[O-].[K+].[K+].O. (9) Given the product [CH:25]1([C:22]2[CH:23]=[CH:24][C:15]([NH:14][C:2]3[CH:3]=[C:4]4[C:8](=[CH:9][CH:10]=3)[N:7]([CH:11]([CH3:13])[CH3:12])[CH:6]=[CH:5]4)=[C:16]([CH:21]=2)[C:17]([O:19][CH3:20])=[O:18])[CH2:26][CH2:27]1, predict the reactants needed to synthesize it. The reactants are: Br[C:2]1[CH:3]=[C:4]2[C:8](=[CH:9][CH:10]=1)[N:7]([CH:11]([CH3:13])[CH3:12])[CH:6]=[CH:5]2.[NH2:14][C:15]1[CH:24]=[CH:23][C:22]([CH:25]2[CH2:27][CH2:26]2)=[CH:21][C:16]=1[C:17]([O:19][CH3:20])=[O:18].C1(P(C2CCCCC2)C2C=CC=CC=2C2C(C(C)C)=CC(C(C)C)=CC=2C(C)C)CCCCC1.P([O-])([O-])([O-])=O.[K+].[K+].[K+].